From a dataset of Forward reaction prediction with 1.9M reactions from USPTO patents (1976-2016). Predict the product of the given reaction. Given the reactants N[C:2]1[C:3]([O:17][CH3:18])=[C:4]([CH2:9][CH2:10][CH2:11][C:12]([O:14][CH2:15][CH3:16])=[O:13])[CH:5]=[C:6]([F:8])[CH:7]=1.[BrH:19].N([O-])=O.[Na+].[NH4+].[Cl-], predict the reaction product. The product is: [Br:19][C:2]1[C:3]([O:17][CH3:18])=[C:4]([CH2:9][CH2:10][CH2:11][C:12]([O:14][CH2:15][CH3:16])=[O:13])[CH:5]=[C:6]([F:8])[CH:7]=1.